The task is: Predict the product of the given reaction.. This data is from Forward reaction prediction with 1.9M reactions from USPTO patents (1976-2016). (1) Given the reactants [CH3:1][C:2]([CH3:16])([CH3:15])[C:3]([O:5][C:6]1[CH:14]=[CH:13][CH:12]=[CH:11][C:7]=1[C:8](O)=[O:9])=[O:4].S(Cl)([Cl:19])=O, predict the reaction product. The product is: [CH3:1][C:2]([CH3:16])([CH3:15])[C:3]([O:5][C:6]1[CH:14]=[CH:13][CH:12]=[CH:11][C:7]=1[C:8]([Cl:19])=[O:9])=[O:4]. (2) The product is: [Cl:10][C:4]1[C:5]([Cl:9])=[CH:6][CH:7]=[CH:8][C:3]=1[CH2:2][N:18]1[C:16]2=[N:17][C:12]([NH:27][C:25]3[CH:24]=[N:23][N:22]([CH3:21])[CH:26]=3)=[N:13][CH:14]=[C:15]2[CH:20]=[N:19]1. Given the reactants Br[CH2:2][C:3]1[CH:8]=[CH:7][CH:6]=[C:5]([Cl:9])[C:4]=1[Cl:10].Cl[C:12]1[N:17]=[C:16]2[NH:18][N:19]=[CH:20][C:15]2=[CH:14][N:13]=1.[CH3:21][N:22]1[CH:26]=[C:25]([NH2:27])[CH:24]=[N:23]1, predict the reaction product.